From a dataset of Full USPTO retrosynthesis dataset with 1.9M reactions from patents (1976-2016). Predict the reactants needed to synthesize the given product. (1) Given the product [Br:8][C:6]1[CH:5]=[C:4]([OH:9])[CH:3]=[C:2]([C:17]2[CH:16]=[C:15]([F:18])[CH:14]=[CH:13][C:12]=2[O:11][CH3:10])[CH:7]=1, predict the reactants needed to synthesize it. The reactants are: Br[C:2]1[CH:3]=[C:4]([OH:9])[CH:5]=[C:6]([Br:8])[CH:7]=1.[CH3:10][O:11][C:12]1[CH:17]=[CH:16][C:15]([F:18])=[CH:14][C:13]=1B(O)O. (2) Given the product [Cl:23][C:18]1[CH:19]=[CH:20][CH:21]=[CH:22][C:17]=1[CH:14]([N:11]1[CH2:12][CH2:13][NH:8][CH2:9][CH2:10]1)[C:15]([NH2:16])=[O:24], predict the reactants needed to synthesize it. The reactants are: C(OC([N:8]1[CH2:13][CH2:12][N:11]([CH:14]([C:17]2[CH:22]=[CH:21][CH:20]=[CH:19][C:18]=2[Cl:23])[C:15]#[N:16])[CH2:10][CH2:9]1)=O)(C)(C)C.[OH-:24].[Na+]. (3) Given the product [Br:2][C:3]1[CH:4]=[C:5]2[C:10](=[CH:11][CH:12]=1)[N:9]=[C:8]([CH:13]=[O:14])[CH:7]=[CH:6]2, predict the reactants needed to synthesize it. The reactants are: [Se].[Br:2][C:3]1[CH:4]=[C:5]2[C:10](=[CH:11][CH:12]=1)[N:9]=[C:8]([CH3:13])[CH:7]=[CH:6]2.[O:14]1CCOCC1. (4) Given the product [F:1][C:2]1[CH:3]=[C:4]([N:8]2[C@@:12]3([CH2:17][CH2:16][N:15]([CH2:32][C:31]4[CH:34]=[CH:35][CH:36]=[C:29]([I:28])[CH:30]=4)[C@@H:14]([CH3:18])[CH2:13]3)[C:11]([NH:19][CH3:20])=[N:10][C:9]2=[O:21])[CH:5]=[CH:6][CH:7]=1, predict the reactants needed to synthesize it. The reactants are: [F:1][C:2]1[CH:3]=[C:4]([N:8]2[C@@:12]3([CH2:17][CH2:16][NH:15][C@@H:14]([CH3:18])[CH2:13]3)[C:11]([NH:19][CH3:20])=[N:10][C:9]2=[O:21])[CH:5]=[CH:6][CH:7]=1.C([O-])([O-])=O.[K+].[K+].[I:28][C:29]1[CH:30]=[C:31]([CH:34]=[CH:35][CH:36]=1)[CH2:32]Br. (5) Given the product [CH2:15]([NH:18][S:9]([C:4]1[CH:5]=[N:6][CH:7]=[CH:8][C:3]=1[C:2]([F:14])([F:13])[F:1])(=[O:11])=[O:10])[C:16]#[CH:17], predict the reactants needed to synthesize it. The reactants are: [F:1][C:2]([F:14])([F:13])[C:3]1[CH:8]=[CH:7][N:6]=[CH:5][C:4]=1[S:9](Cl)(=[O:11])=[O:10].[CH2:15]([NH2:18])[C:16]#[CH:17].